Dataset: Full USPTO retrosynthesis dataset with 1.9M reactions from patents (1976-2016). Task: Predict the reactants needed to synthesize the given product. (1) Given the product [C:13]([C:12]1[N:1]=[C:2]2[C:3]([C:4]#[N:5])=[CH:6][CH:7]=[CH:8][N:9]2[CH:11]=1)([CH3:16])([CH3:15])[CH3:14], predict the reactants needed to synthesize it. The reactants are: [NH2:1][C:2]1[N:9]=[CH:8][CH:7]=[CH:6][C:3]=1[C:4]#[N:5].Br[CH2:11][C:12](=O)[C:13]([CH3:16])([CH3:15])[CH3:14]. (2) Given the product [NH2:26][C:21]1[CH:22]=[CH:23][CH:24]=[CH:25][C:20]=1[NH:19][C:18]([C:15]1[O:16][C:17]2[C:9]([O:8][CH2:7][C:6]([OH:35])=[O:5])=[CH:10][CH:11]=[CH:12][C:13]=2[CH:14]=1)=[O:34], predict the reactants needed to synthesize it. The reactants are: C([O:5][C:6](=[O:35])[CH2:7][O:8][C:9]1[C:17]2[O:16][C:15]([C:18](=[O:34])[NH:19][C:20]3[CH:25]=[CH:24][CH:23]=[CH:22][C:21]=3[NH:26]C(OC(C)(C)C)=O)=[CH:14][C:13]=2[CH:12]=[CH:11][CH:10]=1)(C)(C)C.NC1C=CC=CC=1NC(C1SC2C=CC(OCC(O)=O)=CC=2C=1)=O. (3) The reactants are: [CH3:1][O:2][C:3]([C:5]1[S:6][C:7]([C:30]#[C:31][C:32]([CH3:35])([CH3:34])[CH3:33])=[CH:8][C:9]=1[N:10]([CH:20]1[CH2:29][CH2:28][C:23]2(OCC[O:24]2)[CH2:22][CH2:21]1)[C:11]([CH:13]1[CH2:18][CH2:17][C:16]([CH3:19])=[CH:15][CH2:14]1)=[O:12])=[O:4].Cl.CO. Given the product [CH3:1][O:2][C:3]([C:5]1[S:6][C:7]([C:30]#[C:31][C:32]([CH3:35])([CH3:34])[CH3:33])=[CH:8][C:9]=1[N:10]([C:11]([CH:13]1[CH2:18][CH2:17][C:16]([CH3:19])=[CH:15][CH2:14]1)=[O:12])[CH:20]1[CH2:21][CH2:22][C:23](=[O:24])[CH2:28][CH2:29]1)=[O:4], predict the reactants needed to synthesize it. (4) Given the product [CH2:18]([O:25][CH2:26][O:27][C:28]1[C:29]2[C:33]([C:34]([C:7]3[C:2]([CH3:1])=[N:3][CH:4]=[N:5][C:6]=3[CH3:17])=[CH:35][CH:36]=1)=[N:32][N:31]([CH3:38])[CH:30]=2)[C:19]1[CH:20]=[CH:21][CH:22]=[CH:23][CH:24]=1, predict the reactants needed to synthesize it. The reactants are: [CH3:1][C:2]1[C:7](B2OC(C)(C)C(C)(C)O2)=[C:6]([CH3:17])[N:5]=[CH:4][N:3]=1.[CH2:18]([O:25][CH2:26][O:27][C:28]1[C:29]2[C:33]([C:34](Br)=[CH:35][CH:36]=1)=[N:32][N:31]([CH3:38])[CH:30]=2)[C:19]1[CH:24]=[CH:23][CH:22]=[CH:21][CH:20]=1.P([O-])([O-])([O-])=O.[K+].[K+].[K+]. (5) Given the product [C:29]([C:26]1[CH:27]=[CH:28][C:23]([N:22]2[C:18]([C:15]3[C:16](=[O:17])[N:11]([CH2:10][C:9]([OH:43])=[O:8])[C:12](=[O:42])[N:13]([C:32]4[CH:37]=[CH:36][CH:35]=[C:34]([C:38]([F:40])([F:41])[F:39])[CH:33]=4)[C:14]=3[CH3:31])=[CH:19][CH:20]=[N:21]2)=[CH:24][CH:25]=1)#[N:30], predict the reactants needed to synthesize it. The reactants are: C([O:8][C:9](=[O:43])[CH2:10][N:11]1[C:16](=[O:17])[C:15]([C:18]2[N:22]([C:23]3[CH:28]=[CH:27][C:26]([C:29]#[N:30])=[CH:25][CH:24]=3)[N:21]=[CH:20][CH:19]=2)=[C:14]([CH3:31])[N:13]([C:32]2[CH:37]=[CH:36][CH:35]=[C:34]([C:38]([F:41])([F:40])[F:39])[CH:33]=2)[C:12]1=[O:42])C1C=CC=CC=1.CO. (6) Given the product [Cl:58][C:55]1[CH:56]=[CH:57][C:52]([C@@:40]2([C:50]#[N:51])[C@H:39]([CH2:60][C:61]([CH3:62])([CH3:64])[CH3:63])[NH:38][C@@H:37]([C:35]([NH:34][C:31]3[CH:32]=[CH:33][C:28]([C:27]([O:26][CH2:25][C:24]([NH:23][C@@H:10]([CH2:11][CH2:12][C:13]([OH:15])=[O:14])[C:9]([OH:69])=[O:8])=[O:68])=[O:67])=[CH:29][C:30]=3[O:65][CH3:66])=[O:36])[C@@H:41]2[C:42]2[CH:47]=[CH:46][CH:45]=[C:44]([Cl:48])[C:43]=2[F:49])=[C:53]([F:59])[CH:54]=1, predict the reactants needed to synthesize it. The reactants are: C([O:8][C:9](=[O:69])[C@@H:10]([NH:23][C:24](=[O:68])[CH2:25][O:26][C:27](=[O:67])[C:28]1[CH:33]=[CH:32][C:31]([NH:34][C:35]([C@H:37]2[C@H:41]([C:42]3[CH:47]=[CH:46][CH:45]=[C:44]([Cl:48])[C:43]=3[F:49])[C@:40]([C:52]3[CH:57]=[CH:56][C:55]([Cl:58])=[CH:54][C:53]=3[F:59])([C:50]#[N:51])[C@H:39]([CH2:60][C:61]([CH3:64])([CH3:63])[CH3:62])[NH:38]2)=[O:36])=[C:30]([O:65][CH3:66])[CH:29]=1)[CH2:11][CH2:12][C:13]([O:15]CC1C=CC=CC=1)=[O:14])C1C=CC=CC=1.